Dataset: Forward reaction prediction with 1.9M reactions from USPTO patents (1976-2016). Task: Predict the product of the given reaction. (1) Given the reactants [N:1]1[C:6]2[CH2:7][CH2:8][NH:9][CH2:10][CH2:11][C:5]=2[C:4]([OH:12])=[N:3][CH:2]=1.F[C:14]1[C:19]([C:20]([F:23])([F:22])[F:21])=[CH:18][CH:17]=[CH:16][N:15]=1.CCN(C(C)C)C(C)C.C(O)(CC)(C)C, predict the reaction product. The product is: [F:21][C:20]([F:23])([F:22])[C:19]1[C:14]([N:9]2[CH2:10][CH2:11][C:5]3[C:4]([OH:12])=[N:3][CH:2]=[N:1][C:6]=3[CH2:7][CH2:8]2)=[N:15][CH:16]=[CH:17][CH:18]=1. (2) Given the reactants [F:1][C:2]1[CH:7]=[CH:6][C:5]([C:8]2[C:13]([C:14]([O:16][CH3:17])=[O:15])=[C:12]([CH:18]([CH3:20])[CH3:19])[N:11]=[C:10]([NH:21][CH3:22])[N:9]=2)=[CH:4][CH:3]=1.[H-].[Na+].[CH2:25]([S:27](Cl)(=[O:29])=[O:28])C, predict the reaction product. The product is: [F:1][C:2]1[CH:3]=[CH:4][C:5]([C:8]2[C:13]([C:14]([O:16][CH3:17])=[O:15])=[C:12]([CH:18]([CH3:20])[CH3:19])[N:11]=[C:10]([N:21]([S:27]([CH3:25])(=[O:29])=[O:28])[CH3:22])[N:9]=2)=[CH:6][CH:7]=1.